This data is from Catalyst prediction with 721,799 reactions and 888 catalyst types from USPTO. The task is: Predict which catalyst facilitates the given reaction. (1) Reactant: [OH:1][C:2]1[CH:11]=[CH:10][C:5]([C:6]([O:8][CH3:9])=[O:7])=[CH:4][CH:3]=1.C1OCCOCCOCCOCCOCCOC1.C(=O)([O-])[O-].[K+].[K+].[CH2:36]([CH:38]([CH2:41][CH2:42][CH2:43][CH3:44])[CH2:39]Br)[CH3:37]. Product: [CH3:9][O:8][C:6](=[O:7])[C:5]1[CH:4]=[CH:3][C:2]([O:1][CH2:39][CH:38]([CH2:36][CH3:37])[CH2:41][CH2:42][CH2:43][CH3:44])=[CH:11][CH:10]=1. The catalyst class is: 10. (2) Product: [CH3:52][O:51][C:48]1[CH:49]=[CH:50][C:45]([NH:1][C:2]2[C:7]3[N:8]([CH3:12])[C:9](=[O:11])[NH:10][C:6]=3[CH:5]=[CH:4][CH:3]=2)=[CH:46][CH:47]=1. The catalyst class is: 56. Reactant: [NH2:1][C:2]1[C:7]2[N:8]([CH3:12])[C:9](=[O:11])[NH:10][C:6]=2[CH:5]=[CH:4][CH:3]=1.C1(C2C=CC=CC=2)C=CC=CC=1P(C1CCCCC1)C1CCCCC1.CC(C)([O-])C.[Na+].Br[C:45]1[CH:50]=[CH:49][C:48]([O:51][CH3:52])=[CH:47][CH:46]=1. (3) Reactant: [C:1]([CH:6]=P(C1C=CC=CC=1)(C1C=CC=CC=1)C1C=CC=CC=1)([O:3][CH2:4][CH3:5])=[O:2].[CH:26]1([OH:35])[CH:34]2[CH:29]([CH2:30][CH2:31][CH2:32][CH2:33]2)[CH2:28]O1. Product: [OH:35][CH2:26][CH:34]1[CH2:33][CH2:32][CH2:31][CH2:30][CH:29]1/[CH:28]=[CH:6]/[C:1]([O:3][CH2:4][CH3:5])=[O:2]. The catalyst class is: 10. (4) Reactant: O[CH:2]1[C:15]2[CH:14]=[C:13]3[C:8]([CH:9]=[CH:10][CH:11]=[CH:12]3)=[N:7][C:6]=2[C:5]2=[C:16]([Si:20]([CH3:23])([CH3:22])[CH3:21])[C:17](=[O:19])[CH2:18][CH:4]2[CH2:3]1.O=S(Cl)[Cl:26].C([O-])(O)=O.[Na+]. Product: [Cl:26][CH:2]1[C:15]2[CH:14]=[C:13]3[C:8]([CH:9]=[CH:10][CH:11]=[CH:12]3)=[N:7][C:6]=2[C:5]2=[C:16]([Si:20]([CH3:23])([CH3:22])[CH3:21])[C:17](=[O:19])[CH2:18][CH:4]2[CH2:3]1. The catalyst class is: 2.